Predict the product of the given reaction. From a dataset of Forward reaction prediction with 1.9M reactions from USPTO patents (1976-2016). (1) The product is: [CH3:18][O:17][CH2:16][CH2:15][CH2:14][N:4]1[C:5]2[C:10](=[CH:9][CH:8]=[C:7]([C:11](=[O:13])[CH3:12])[CH:6]=2)[C:2]([CH3:27])=[CH:3]1. Given the reactants Cl[C:2]1[C:10]2[C:5](=[CH:6][C:7]([C:11](=[O:13])[CH3:12])=[CH:8][CH:9]=2)[N:4]([CH2:14][CH2:15][CH2:16][O:17][CH3:18])[CH:3]=1.P([O-])([O-])([O-])=O.[K+].[K+].[K+].[CH3:27]B1OB(C)OB(C)O1.C1(P(C2CCCCC2)C2C=CC=CC=2C2C(C(C)C)=CC(C(C)C)=CC=2C(C)C)CCCCC1, predict the reaction product. (2) Given the reactants [O:1]=[C:2]1[C@H:8]([NH:9][C:10](=[O:16])OC(C)(C)C)[CH2:7][CH2:6][CH2:5][CH2:4][N:3]1[C:17]([NH:19][CH2:20][C:21]([F:24])([F:23])[F:22])=[O:18].C(O)(C(F)(F)F)=O.ClC(Cl)(OC(=O)OC(Cl)(Cl)Cl)Cl.C([O-])(O)=O.[Na+].[Cl:49][C:50]1[CH:59]=[C:58]2[C:53]([C:54]([N:61]3[CH2:66][CH2:65][NH:64][CH2:63][CH2:62]3)=[CH:55][C:56]([NH2:60])=[N:57]2)=[CH:52][CH:51]=1, predict the reaction product. The product is: [NH2:60][C:56]1[CH:55]=[C:54]([N:61]2[CH2:62][CH2:63][N:64]([C:10]([NH:9][C@H:8]3[CH2:7][CH2:6][CH2:5][CH2:4][N:3]([C:17]([NH:19][CH2:20][C:21]([F:22])([F:23])[F:24])=[O:18])[C:2]3=[O:1])=[O:16])[CH2:65][CH2:66]2)[C:53]2[C:58](=[CH:59][C:50]([Cl:49])=[CH:51][CH:52]=2)[N:57]=1. (3) Given the reactants [CH3:1][C:2]1[C:10]2[C:5](=[CH:6][CH:7]=[C:8]([B:11]3[O:15][C:14]([CH3:17])([CH3:16])[C:13]([CH3:19])([CH3:18])[O:12]3)[CH:9]=2)[NH:4][N:3]=1.[C:20](=O)([O-])[O-].[K+].[K+].CI, predict the reaction product. The product is: [CH3:20][N:4]1[C:5]2[C:10](=[CH:9][C:8]([B:11]3[O:15][C:14]([CH3:17])([CH3:16])[C:13]([CH3:19])([CH3:18])[O:12]3)=[CH:7][CH:6]=2)[C:2]([CH3:1])=[N:3]1. (4) Given the reactants [OH:1][C@H:2]1[CH2:6][N:5]([C:7](=[O:33])[C@@H:8]([NH:13][C:14](=[O:32])[CH2:15][O:16][CH2:17][CH2:18][CH2:19][CH2:20][CH2:21][NH:22][C:23]2[CH:31]=[CH:30][C:26]([C:27](O)=[O:28])=[CH:25][CH:24]=2)[C:9]([CH3:12])([CH3:11])[CH3:10])[C@H:4]([C:34](=[O:50])[NH:35][C@H:36]([C:38]2[CH:43]=[CH:42][C:41]([C:44]3[S:48][CH:47]=[N:46][C:45]=3[CH3:49])=[CH:40][CH:39]=2)[CH3:37])[CH2:3]1.CN(C(ON1N=NC2C=CC=NC1=2)=[N+](C)C)C.F[P-](F)(F)(F)(F)F.C(N(C(C)C)CC)(C)C.Cl.[NH2:85][C@H:86]1[C:89]([CH3:91])([CH3:90])[C@H:88]([O:92][C:93]2[CH:100]=[CH:99][C:96]([C:97]#[N:98])=[C:95]([Cl:101])[CH:94]=2)[C:87]1([CH3:103])[CH3:102], predict the reaction product. The product is: [Cl:101][C:95]1[CH:94]=[C:93]([CH:100]=[CH:99][C:96]=1[C:97]#[N:98])[O:92][C@H:88]1[C:89]([CH3:91])([CH3:90])[C@H:86]([NH:85][C:27]([C:26]2[CH:25]=[CH:24][C:23]([NH:22][CH2:21][CH2:20][CH2:19][CH2:18][CH2:17][O:16][CH2:15][C:14]([NH:13][C@@H:8]([C:9]([CH3:10])([CH3:11])[CH3:12])[C:7]([N:5]3[CH2:6][C@H:2]([OH:1])[CH2:3][C@H:4]3[C:34]([NH:35][C@H:36]([C:38]3[CH:39]=[CH:40][C:41]([C:44]4[S:48][CH:47]=[N:46][C:45]=4[CH3:49])=[CH:42][CH:43]=3)[CH3:37])=[O:50])=[O:33])=[O:32])=[CH:31][CH:30]=2)=[O:28])[C:87]1([CH3:102])[CH3:103]. (5) Given the reactants C(N(CC)CC)C.[C:8](Cl)([C:21]1[CH:26]=[CH:25][CH:24]=[CH:23][CH:22]=1)([C:15]1[CH:20]=[CH:19][CH:18]=[CH:17][CH:16]=1)[C:9]1[CH:14]=[CH:13][CH:12]=[CH:11][CH:10]=1.[NH2:28][CH2:29][C:30]1[O:31][CH2:32][CH2:33][CH2:34][CH:35]=1, predict the reaction product. The product is: [C:8]([NH:28][CH2:29][C:30]1[O:31][CH2:32][CH2:33][CH2:34][CH:35]=1)([C:21]1[CH:26]=[CH:25][CH:24]=[CH:23][CH:22]=1)([C:15]1[CH:20]=[CH:19][CH:18]=[CH:17][CH:16]=1)[C:9]1[CH:14]=[CH:13][CH:12]=[CH:11][CH:10]=1.